Dataset: Forward reaction prediction with 1.9M reactions from USPTO patents (1976-2016). Task: Predict the product of the given reaction. (1) Given the reactants [Cl:1][C:2]1[CH:3]=[C:4]([CH:12]=[CH:13][C:14]=1[Cl:15])[CH2:5][N:6]([CH3:11])[CH2:7][CH2:8][CH2:9][NH2:10].[Br:16][CH2:17][C:18](Br)=[O:19], predict the reaction product. The product is: [BrH:16].[Br:16][CH2:17][C:18]([NH:10][CH2:9][CH2:8][CH2:7][N:6]([CH2:5][C:4]1[CH:12]=[CH:13][C:14]([Cl:15])=[C:2]([Cl:1])[CH:3]=1)[CH3:11])=[O:19]. (2) Given the reactants [C:1]([C:4]1[C:9](=[O:10])[C:8]([O:11][CH3:12])=[CH:7][N:6]([C:13]2[CH:18]=[CH:17][CH:16]=[CH:15][C:14]=2[O:19][CH:20]([F:22])[F:21])[N:5]=1)(=[O:3])[CH3:2].CO[CH:25](OC)[N:26]([CH3:28])[CH3:27], predict the reaction product. The product is: [F:22][CH:20]([F:21])[O:19][C:14]1[CH:15]=[CH:16][CH:17]=[CH:18][C:13]=1[N:6]1[CH:7]=[C:8]([O:11][CH3:12])[C:9](=[O:10])[C:4]([C:1](=[O:3])[CH:2]=[CH:25][N:26]([CH3:28])[CH3:27])=[N:5]1. (3) Given the reactants [Cl:1][C:2]1[N:7]=[CH:6][C:5]([OH:8])=[CH:4][CH:3]=1.I[CH2:10][C:11]([CH3:14])([CH3:13])[CH3:12].C(=O)([O-])[O-].[Cs+].[Cs+], predict the reaction product. The product is: [Cl:1][C:2]1[CH:3]=[CH:4][C:5]([O:8][CH2:10][C:11]([CH3:14])([CH3:13])[CH3:12])=[CH:6][N:7]=1. (4) Given the reactants Br[C:2]1[CH:3]=[CH:4][C:5]2[C:6]3[S:15][C:14]([CH2:16][CH2:17][CH3:18])=[N:13][C:7]=3[C:8]([NH2:12])=[N:9][C:10]=2[CH:11]=1.[C:19]([NH:22][C:23]1[CH:24]=[C:25](B(O)O)[CH:26]=[CH:27][CH:28]=1)(=[O:21])[CH3:20], predict the reaction product. The product is: [NH2:12][C:8]1[C:7]2[N:13]=[C:14]([CH2:16][CH2:17][CH3:18])[S:15][C:6]=2[C:5]2[CH:4]=[CH:3][C:2]([C:27]3[CH:28]=[C:23]([NH:22][C:19](=[O:21])[CH3:20])[CH:24]=[CH:25][CH:26]=3)=[CH:11][C:10]=2[N:9]=1. (5) Given the reactants [CH2:1]([O:8][C:9]1[CH:10]=[CH:11][C:12]2[O:16][C:15]([CH:17]([NH:22][C:23]3[CH:28]=[CH:27][C:26]([C:29]([N:31]([CH3:39])[CH2:32][CH2:33][C:34]([O:36]CC)=[O:35])=[O:30])=[CH:25][CH:24]=3)[CH2:18][CH:19]([CH3:21])[CH3:20])=[C:14]([CH3:40])[C:13]=2[CH:41]=1)[C:2]1[CH:7]=[CH:6][CH:5]=[CH:4][CH:3]=1.[OH-].[Na+], predict the reaction product. The product is: [CH2:1]([O:8][C:9]1[CH:10]=[CH:11][C:12]2[O:16][C:15]([CH:17]([NH:22][C:23]3[CH:24]=[CH:25][C:26]([C:29]([N:31]([CH3:39])[CH2:32][CH2:33][C:34]([OH:36])=[O:35])=[O:30])=[CH:27][CH:28]=3)[CH2:18][CH:19]([CH3:21])[CH3:20])=[C:14]([CH3:40])[C:13]=2[CH:41]=1)[C:2]1[CH:3]=[CH:4][CH:5]=[CH:6][CH:7]=1. (6) The product is: [C:25]([C:27]1[CH:47]=[C:46]([C:2]2[N:3]=[C:4]([NH:8][C:9]3[CH:14]=[CH:13][C:12]([N:15]4[CH2:20][CH2:19][N:18]([CH2:21][C@@H:22]([OH:24])[CH3:23])[CH2:17][CH2:16]4)=[CH:11][CH:10]=3)[N:5]=[CH:6][N:7]=2)[CH:45]=[CH:44][C:28]=1[O:29][C@H:30]1[CH2:35][CH2:34][N:33]([C:36]([O:38][C:39]([CH3:42])([CH3:41])[CH3:40])=[O:37])[CH2:32][C@H:31]1[F:43])#[N:26]. Given the reactants Cl[C:2]1[N:7]=[CH:6][N:5]=[C:4]([NH:8][C:9]2[CH:14]=[CH:13][C:12]([N:15]3[CH2:20][CH2:19][N:18]([CH2:21][C@@H:22]([OH:24])[CH3:23])[CH2:17][CH2:16]3)=[CH:11][CH:10]=2)[N:3]=1.[C:25]([C:27]1[CH:47]=[C:46](B2OC(C)(C)C(C)(C)O2)[CH:45]=[CH:44][C:28]=1[O:29][C@H:30]1[CH2:35][CH2:34][N:33]([C:36]([O:38][C:39]([CH3:42])([CH3:41])[CH3:40])=[O:37])[CH2:32][C@H:31]1[F:43])#[N:26].C(COC)OC.C(=O)([O-])[O-].[Na+].[Na+], predict the reaction product. (7) Given the reactants [Br:1][C:2]1[CH:3]=[C:4]([CH:17]=[CH:18][CH:19]=1)[NH:5][C:6]1[C:7]2[CH:15]=[C:14](F)[N:13]=[CH:12][C:8]=2[N:9]=[CH:10][N:11]=1.[NH:20]1[CH2:25]CCC[CH2:21]1, predict the reaction product. The product is: [Br:1][C:2]1[CH:3]=[C:4]([CH:17]=[CH:18][CH:19]=1)[NH:5][C:6]1[C:7]2[CH:15]=[C:14]([N:20]([CH3:25])[CH3:21])[N:13]=[CH:12][C:8]=2[N:9]=[CH:10][N:11]=1. (8) The product is: [C:1]([O:5][C:6](=[O:20])[NH:7][C@H:8]([CH:11]1[CH2:16][CH2:15][NH:14][CH:13]([C:17](=[O:19])[NH2:18])[CH2:12]1)[CH2:9][CH3:10])([CH3:2])([CH3:3])[CH3:4]. Given the reactants [C:1]([O:5][C:6](=[O:20])[NH:7][C@H:8]([C:11]1[CH:16]=[CH:15][N:14]=[C:13]([C:17](=[O:19])[NH2:18])[CH:12]=1)[CH2:9][CH3:10])([CH3:4])([CH3:3])[CH3:2], predict the reaction product. (9) Given the reactants [Cl:1][C:2]1[C:3]([OH:16])=[C:4]([C:13]([OH:15])=[O:14])[C:5]2[O:9][C:8]([CH2:10][CH3:11])=[CH:7][C:6]=2[CH:12]=1.S(=O)(=O)(O)O.[CH3:22]O, predict the reaction product. The product is: [Cl:1][C:2]1[C:3]([OH:16])=[C:4]([C:13]([O:15][CH3:22])=[O:14])[C:5]2[O:9][C:8]([CH2:10][CH3:11])=[CH:7][C:6]=2[CH:12]=1.